From a dataset of Catalyst prediction with 721,799 reactions and 888 catalyst types from USPTO. Predict which catalyst facilitates the given reaction. (1) Reactant: Cl[C:2]1[C:3]2[N:4]([CH:14]=[N:15][C:16]=2[CH3:17])[C:5]2[N:11]=[C:10]([O:12][CH3:13])[CH:9]=[CH:8][C:6]=2[N:7]=1.[CH3:18][Mg+].[Br-].[NH4+].[Cl-]. Product: [CH3:13][O:12][C:10]1[CH:9]=[CH:8][C:6]2[N:7]=[C:2]([CH3:18])[C:3]3[N:4]([CH:14]=[N:15][C:16]=3[CH3:17])[C:5]=2[N:11]=1. The catalyst class is: 1. (2) Reactant: C([O:5][C:6]([CH:8]1[NH:12][CH:11]([CH2:13][C:14]([CH3:17])([CH3:16])[CH3:15])[C:10]2([C:25]3[C:20](=[CH:21][C:22]([Cl:26])=[CH:23][CH:24]=3)[NH:19][C:18]2=[O:27])[CH:9]1[C:28]1[CH:33]=[CH:32][C:31]([F:34])=[C:30]([Cl:35])[CH:29]=1)=[O:7])(C)(C)C.[F:36][C:37]([F:42])([F:41])[C:38]([OH:40])=[O:39]. Product: [F:36][C:37]([F:42])([F:41])[C:38]([OH:40])=[O:39].[Cl:26][C:22]1[CH:21]=[C:20]2[NH:19][C:18](=[O:27])[C:10]3([CH:9]([C:28]4[CH:33]=[CH:32][C:31]([F:34])=[C:30]([Cl:35])[CH:29]=4)[CH:8]([C:6]([OH:7])=[O:5])[NH:12][CH:11]3[CH2:13][C:14]([CH3:16])([CH3:15])[CH3:17])[C:25]2=[CH:24][CH:23]=1. The catalyst class is: 4. (3) Reactant: Cl[C:2]1[CH:7]=[CH:6][C:5]([NH:8][C:9]([NH:11][C:12]2[CH:17]=[CH:16][CH:15]=[C:14]([C:18]3[CH:23]=[CH:22][CH:21]=[C:20]([N:24]4[CH2:28][CH2:27][CH2:26][CH2:25]4)[N:19]=3)[CH:13]=2)=[O:10])=[CH:4][CH:3]=1.[O:29](C1C=C(C=CC=1)N)[C:30]1[CH:35]=[CH:34][CH:33]=[CH:32][CH:31]=1.CCN(C(C)C)C(C)C. Product: [O:29]([C:3]1[CH:4]=[C:5]([NH:8][C:9]([NH:11][C:12]2[CH:17]=[CH:16][CH:15]=[C:14]([C:18]3[CH:23]=[CH:22][CH:21]=[C:20]([N:24]4[CH2:28][CH2:27][CH2:26][CH2:25]4)[N:19]=3)[CH:13]=2)=[O:10])[CH:6]=[CH:7][CH:2]=1)[C:30]1[CH:35]=[CH:34][CH:33]=[CH:32][CH:31]=1. The catalyst class is: 3. (4) Reactant: Cl[C:2]1[CH:7]=[CH:6][N:5]=[C:4]2[CH:8]=[C:9]([C:11]([N:13]3[CH2:17][CH2:16][CH2:15][CH2:14]3)=[O:12])[S:10][C:3]=12.C([O-])([O-])=O.[K+].[K+].[F:24][C:25]1[CH:30]=[C:29]([N+:31]([O-:33])=[O:32])[CH:28]=[CH:27][C:26]=1[OH:34].CO.CCOC(C)=O. Product: [F:24][C:25]1[CH:30]=[C:29]([N+:31]([O-:33])=[O:32])[CH:28]=[CH:27][C:26]=1[O:34][C:2]1[CH:7]=[CH:6][N:5]=[C:4]2[CH:8]=[C:9]([C:11]([N:13]3[CH2:17][CH2:16][CH2:15][CH2:14]3)=[O:12])[S:10][C:3]=12. The catalyst class is: 400. (5) Reactant: [CH3:1][O:2][CH2:3][CH2:4][CH2:5][C:6]1[CH:7]=[C:8]([CH2:12][OH:13])[CH:9]=[CH:10][CH:11]=1.CC(OI1(OC(C)=O)(OC(C)=O)OC(=O)C2C=CC=CC1=2)=O. The catalyst class is: 2. Product: [CH3:1][O:2][CH2:3][CH2:4][CH2:5][C:6]1[CH:7]=[C:8]([CH:9]=[CH:10][CH:11]=1)[CH:12]=[O:13]. (6) Reactant: C([O-])([O-])=O.[Na+].[Na+].[Br:7][C:8]1[N:17]=[C:16]2[C:11]([C:12](=[CH:18]I)[CH2:13][CH2:14][NH:15]2)=[CH:10][CH:9]=1.[F:20][C:21]1[CH:26]=[CH:25][C:24]([F:27])=[CH:23][C:22]=1B(O)O.C(OCC)(=O)C.CCCCCC. Product: [Br:7][C:8]1[N:17]=[C:16]2[C:11]([C:12](=[CH:18][C:25]3[CH:26]=[C:21]([F:20])[CH:22]=[CH:23][C:24]=3[F:27])[CH2:13][CH2:14][NH:15]2)=[CH:10][CH:9]=1. The catalyst class is: 335.